This data is from Forward reaction prediction with 1.9M reactions from USPTO patents (1976-2016). The task is: Predict the product of the given reaction. (1) Given the reactants Cl.C(OC([NH:9][C@H:10]([CH2:15][CH2:16][CH2:17][C:18](=O)[C:19]1[CH:24]=[C:23]([F:25])[C:22]([F:26])=[C:21]([F:27])[CH:20]=1)[C:11]([O:13][CH3:14])=[O:12])=O)(C)(C)C, predict the reaction product. The product is: [F:27][C:21]1[CH:20]=[C:19]([C@H:18]2[NH:9][C@@H:10]([C:11]([O:13][CH3:14])=[O:12])[CH2:15][CH2:16][CH2:17]2)[CH:24]=[C:23]([F:25])[C:22]=1[F:26]. (2) Given the reactants [NH2:1][C:2]1[N:3]=[N:4][N:5]([CH2:7][CH3:8])[N:6]=1.[CH3:9][O:10][C:11]1[C:24]2[CH:23]([C:25](Cl)=[O:26])[C:22]3[C:17](=[CH:18][CH:19]=[CH:20][CH:21]=3)[O:16][C:15]=2[CH:14]=[CH:13][CH:12]=1, predict the reaction product. The product is: [CH2:7]([N:5]1[N:4]=[N:3][C:2]([NH:1][C:25]([CH:23]2[C:24]3[C:11]([O:10][CH3:9])=[CH:12][CH:13]=[CH:14][C:15]=3[O:16][C:17]3[C:22]2=[CH:21][CH:20]=[CH:19][CH:18]=3)=[O:26])=[N:6]1)[CH3:8]. (3) Given the reactants [NH2:1][CH2:2][C@@H:3]1[C@H:8]([CH3:9])[CH2:7][CH2:6][CH2:5][N:4]1[C:10]([C:12]1[CH:17]=[C:16]([CH3:18])[CH:15]=[CH:14][C:13]=1[N:19]1[CH:23]=[CH:22][C:21]([CH3:24])=[N:20]1)=[O:11].Cl[C:26]1[N:27]=[N:28][C:29]([C:32]([F:35])([F:34])[F:33])=[CH:30][CH:31]=1, predict the reaction product. The product is: [CH3:9][C@@H:8]1[CH2:7][CH2:6][CH2:5][N:4]([C:10]([C:12]2[CH:17]=[C:16]([CH3:18])[CH:15]=[CH:14][C:13]=2[N:19]2[CH:23]=[CH:22][C:21]([CH3:24])=[N:20]2)=[O:11])[C@@H:3]1[CH2:2][NH:1][C:26]1[N:27]=[N:28][C:29]([C:32]([F:35])([F:34])[F:33])=[CH:30][CH:31]=1. (4) Given the reactants CN(C)S(C1C=CC([C:12]2[C:13]3CCN(C)C[C:18]=3[C:19]3[NH:24][C:23](=[O:25])[C:22](=[O:26])[C:20]=3[CH:21]=2)=CC=1)(=O)=O.ON=C1C2C=C(C3C=CC(S(N(C)C)(=O)=O)=CC=3)C3CCN(C)CC=3C=2NC1=O, predict the reaction product. The product is: [NH:24]1[C:19]2[C:20](=[CH:21][CH:12]=[CH:13][CH:18]=2)[C:22](=[O:26])[C:23]1=[O:25]. (5) Given the reactants C1(C)C=CC=CC=1.[CH3:8][C:9]1[CH:14]=[CH:13][C:12]([C:15](=[O:19])[C:16](O)=[O:17])=[CH:11][CH:10]=1.S(Cl)([Cl:22])=O, predict the reaction product. The product is: [CH3:8][C:9]1[CH:14]=[CH:13][C:12]([C:15]([C:16]([Cl:22])=[O:17])=[O:19])=[CH:11][CH:10]=1.